From a dataset of Full USPTO retrosynthesis dataset with 1.9M reactions from patents (1976-2016). Predict the reactants needed to synthesize the given product. (1) Given the product [Cl:34][CH2:35][CH2:36][O:37][C:38]1[CH:46]=[CH:45][C:41]([CH2:42][C:4]2[C:3]3[C:7](=[CH:8][CH:9]=[CH:10][C:2]=3[F:1])[N:6]([C@@H:11]3[O:28][C@H:27]([CH2:29][OH:30])[C@@H:22]([OH:23])[C@H:17]([OH:18])[C@H:12]3[OH:13])[CH:5]=2)=[CH:40][CH:39]=1, predict the reactants needed to synthesize it. The reactants are: [F:1][C:2]1[CH:10]=[CH:9][CH:8]=[C:7]2[C:3]=1[CH:4]=[CH:5][N:6]2[C@@H:11]1[O:28][C@H:27]([CH2:29][O:30]C(=O)C)[C@@H:22]([O:23]C(=O)C)[C@H:17]([O:18]C(=O)C)[C@H:12]1[O:13]C(=O)C.[Cl:34][CH2:35][CH2:36][O:37][C:38]1[CH:46]=[CH:45][C:41]([C:42](Cl)=O)=[CH:40][CH:39]=1. (2) The reactants are: Cl[C:2]1[N:11]=[C:10]([N:12]([C:14]2[CH:19]=[CH:18][C:17]([O:20][CH3:21])=[CH:16][CH:15]=2)[CH3:13])[C:9]2[C:4](=[CH:5][CH:6]=[C:7]([O:22][CH3:23])[CH:8]=2)[N:3]=1.[CH3:24][NH:25][CH3:26].CO. Given the product [CH3:23][O:22][C:7]1[CH:8]=[C:9]2[C:4](=[CH:5][CH:6]=1)[N:3]=[C:2]([N:25]([CH3:26])[CH3:24])[N:11]=[C:10]2[N:12]([C:14]1[CH:19]=[CH:18][C:17]([O:20][CH3:21])=[CH:16][CH:15]=1)[CH3:13], predict the reactants needed to synthesize it. (3) The reactants are: [CH3:1][S:2]([O:5][C:6]1[CH:11]=[CH:10][C:9]([CH2:12][CH2:13]CS([O-])(=O)=O)=[CH:8][CH:7]=1)(=[O:4])=[O:3].[CH3:19][O:20][C:21](=[O:37])[CH:22]([O:34][CH2:35][CH3:36])[CH2:23][C:24]1[CH:29]=[CH:28][C:27]([OH:30])=[CH:26][C:25]=1[N+:31]([O-:33])=[O:32].C(=O)([O-])[O-].[K+].[K+].C(OCC)(=O)C.CCCCCCC. Given the product [CH3:19][O:20][C:21](=[O:37])[CH:22]([O:34][CH2:35][CH3:36])[CH2:23][C:24]1[CH:29]=[CH:28][C:27]([O:30][CH2:13][CH2:12][C:9]2[CH:8]=[CH:7][C:6]([O:5][S:2]([CH3:1])(=[O:3])=[O:4])=[CH:11][CH:10]=2)=[CH:26][C:25]=1[N+:31]([O-:33])=[O:32], predict the reactants needed to synthesize it. (4) Given the product [F:1][C:2]1[CH:20]=[C:19]([F:21])[CH:18]=[CH:17][C:3]=1[CH2:4][N:5]1[C:13]2[C:8](=[CH:9][C:10]([C:14]([NH:31][C:28]([C:22]3[CH:27]=[CH:26][CH:25]=[CH:24][CH:23]=3)([CH3:30])[CH3:29])=[O:16])=[CH:11][CH:12]=2)[CH:7]=[CH:6]1, predict the reactants needed to synthesize it. The reactants are: [F:1][C:2]1[CH:20]=[C:19]([F:21])[CH:18]=[CH:17][C:3]=1[CH2:4][N:5]1[C:13]2[C:8](=[CH:9][C:10]([C:14]([OH:16])=O)=[CH:11][CH:12]=2)[CH:7]=[CH:6]1.[C:22]1([C:28]([NH2:31])([CH3:30])[CH3:29])[CH:27]=[CH:26][CH:25]=[CH:24][CH:23]=1.CCN(C(C)C)C(C)C.CN(C(ON1N=NC2C=CC=NC1=2)=[N+](C)C)C.F[P-](F)(F)(F)(F)F.